Dataset: Full USPTO retrosynthesis dataset with 1.9M reactions from patents (1976-2016). Task: Predict the reactants needed to synthesize the given product. (1) Given the product [OH:3][CH:4]1[N:10]2[N:11]=[C:12]([CH2:14][O:15][C:16]3[CH:21]=[CH:20][CH:19]=[CH:18][CH:17]=3)[CH:13]=[C:9]2[C:7](=[O:8])[NH:6][CH2:5]1, predict the reactants needed to synthesize it. The reactants are: Cl.C[O:3][CH:4](OC)[CH2:5][NH:6][C:7]([C:9]1[NH:10][N:11]=[C:12]([CH2:14][O:15][C:16]2[CH:21]=[CH:20][CH:19]=[CH:18][CH:17]=2)[CH:13]=1)=[O:8]. (2) The reactants are: [Cl:1][C:2]1[C:3](Cl)=[N:4][CH:5]=[C:6]([CH:10]=1)[C:7]([OH:9])=[O:8].Cl.[NH:13]1[CH2:18][CH2:17][CH:16]([N:19]2[C:24]3[CH:25]=[CH:26][CH:27]=[CH:28][C:23]=3[CH2:22][O:21][C:20]2=[O:29])[CH2:15][CH2:14]1. Given the product [Cl:1][C:2]1[CH:10]=[C:6]([C:7]([OH:9])=[O:8])[CH:5]=[N:4][C:3]=1[N:13]1[CH2:14][CH2:15][CH:16]([N:19]2[C:24]3[CH:25]=[CH:26][CH:27]=[CH:28][C:23]=3[CH2:22][O:21][C:20]2=[O:29])[CH2:17][CH2:18]1, predict the reactants needed to synthesize it. (3) Given the product [Cl:8][C:9]1[CH:17]=[C:16]2[C:12]([C:13]([C:25](=[O:26])[CH:36]([C:28]3[N:27]=[C:31]4[CH:32]=[CH:33][CH:34]=[CH:35][N:30]4[CH:29]=3)[NH:37][C:38]3[CH:43]=[CH:42][N:41]=[C:40]([O:44][CH3:45])[CH:39]=3)=[CH:14][NH:15]2)=[CH:11][CH:10]=1, predict the reactants needed to synthesize it. The reactants are: C(N(CC)CC)C.[Cl:8][C:9]1[CH:17]=[C:16]2[C:12]([C:13]([CH:25]=[O:26])=[CH:14][N:15]2C(OC(C)(C)C)=O)=[CH:11][CH:10]=1.[N:27]1[C:28]([CH:36]=[N:37][C:38]2[CH:43]=[CH:42][N:41]=[C:40]([O:44][CH3:45])[CH:39]=2)=[CH:29][N:30]2[CH:35]=[CH:34][CH:33]=[CH:32][C:31]=12. (4) Given the product [CH3:18][C:13]1([CH3:19])[C:14]([CH3:17])([CH3:16])[O:15][B:11]([C:10]2[CH:9]=[N:23][CH:4]=[C:3]([CH:2]=2)[C:47]([NH2:45])=[O:48])[O:12]1, predict the reactants needed to synthesize it. The reactants are: F[C:2]1[CH:3]=[C:4](C=[CH:9][C:10]=1[B:11]1[O:15][C:14]([CH3:17])([CH3:16])[C:13]([CH3:19])([CH3:18])[O:12]1)C(N)=O.BrC1N2C=CN=C2C(NC2C=CC(N3CCN(C)CC3)=CC=2)=[N:23]C=1.C[N:45]([CH:47]=[O:48])C.